From a dataset of hERG Central: cardiac toxicity at 1µM, 10µM, and general inhibition. Predict hERG channel inhibition at various concentrations. (1) The molecule is CCOc1cccc(CN2CCN(CCCc3ccccc3)C(CCO)C2)c1O. Results: hERG_inhib (hERG inhibition (general)): blocker. (2) The drug is O=C(c1ccco1)N1CCN(c2c([N+](=O)[O-])nn(-c3ccc(Cl)cc3)[n+]2[O-])CC1. Results: hERG_inhib (hERG inhibition (general)): blocker. (3) The molecule is N#Cc1ccc(C2=CC(=O)C[C@H](c3ccc(F)cc3)C2)cc1. Results: hERG_inhib (hERG inhibition (general)): blocker. (4) The molecule is Cc1ccc(C(=O)N/C(=C\c2ccc(-c3ccccc3[N+](=O)[O-])o2)C(=O)NCCCN(C)C)cc1. Results: hERG_inhib (hERG inhibition (general)): blocker.